Predict the product of the given reaction. From a dataset of Forward reaction prediction with 1.9M reactions from USPTO patents (1976-2016). (1) The product is: [CH3:9][O:10][C:11]1[N:16]=[CH:15][C:14]([CH:7]([OH:6])[CH3:8])=[CH:13][N:12]=1. Given the reactants C[Mg]Br.C([O:6][CH2:7][CH3:8])C.[CH3:9][O:10][C:11]1[N:16]=[CH:15][C:14](C=O)=[CH:13][N:12]=1.C(O)(=O)C, predict the reaction product. (2) Given the reactants [CH2:1]([N:8]1[C:12]2[CH:13]=[C:14]([OH:17])[CH:15]=[CH:16][C:11]=2[N:10]=[C:9]1[C:18]1[CH:23]=[CH:22][CH:21]=[CH:20][CH:19]=1)[C:2]1[CH:7]=[CH:6][CH:5]=[CH:4][CH:3]=1.[CH3:24][O:25][C:26](=[O:33])[CH2:27][CH2:28][CH2:29][CH2:30][CH2:31]Br, predict the reaction product. The product is: [CH2:1]([N:8]1[C:12]2[CH:13]=[C:14]([O:17][CH2:31][CH2:30][CH2:29][CH2:28][CH2:27][C:26]([O:25][CH3:24])=[O:33])[CH:15]=[CH:16][C:11]=2[N:10]=[C:9]1[C:18]1[CH:23]=[CH:22][CH:21]=[CH:20][CH:19]=1)[C:2]1[CH:3]=[CH:4][CH:5]=[CH:6][CH:7]=1. (3) Given the reactants CO[C:3]([C:5]1[N:6]=[CH:7][C:8]2[C:9](=[O:27])[N:10]([CH2:16][C:17]3[CH:22]=[CH:21][C:20]([O:23][CH3:24])=[CH:19][C:18]=3[O:25][CH3:26])[CH:11]=[CH:12][C:13]=2[C:14]=1[OH:15])=[O:4].[CH3:28][O:29][CH2:30][CH2:31][NH2:32].CC(O)=O.O, predict the reaction product. The product is: [CH3:28][O:29][CH2:30][CH2:31][NH:32][C:3]([C:5]1[N:6]=[CH:7][C:8]2[C:9](=[O:27])[N:10]([CH2:16][C:17]3[CH:22]=[CH:21][C:20]([O:23][CH3:24])=[CH:19][C:18]=3[O:25][CH3:26])[CH:11]=[CH:12][C:13]=2[C:14]=1[OH:15])=[O:4].